Dataset: Full USPTO retrosynthesis dataset with 1.9M reactions from patents (1976-2016). Task: Predict the reactants needed to synthesize the given product. The reactants are: Cl[CH2:2][C:3](=O)[CH3:4].[NH2:6][C:7]1[CH:12]=[CH:11][C:10]([O:13][CH3:14])=[CH:9][N:8]=1. Given the product [CH3:4][C:3]1[N:6]=[C:7]2[CH:12]=[CH:11][C:10]([O:13][CH3:14])=[CH:9][N:8]2[CH:2]=1, predict the reactants needed to synthesize it.